From a dataset of Reaction yield outcomes from USPTO patents with 853,638 reactions. Predict the reaction yield, written as a fraction of the theoretical maximum amount of product (1.0 means a 100% yield; for example, 0.34 means a 34% yield). (1) The reactants are [CH2:1]([O:8][C:9]([N:11]1[CH2:16][CH2:15][CH:14]([N:17]2[C:25]3[C:20](=[CH:21][C:22]([C:26](O)=[O:27])=[CH:23][CH:24]=3)[CH2:19][C:18]2=[O:29])[CH2:13][CH2:12]1)=[O:10])[C:2]1[CH:7]=[CH:6][CH:5]=[CH:4][CH:3]=1.[CH3:30][NH2:31].O1CCCC1.Cl. The catalyst is C(#N)C. The product is [CH3:30][NH:31][C:26]([C:22]1[CH:21]=[C:20]2[C:25](=[CH:24][CH:23]=1)[N:17]([CH:14]1[CH2:15][CH2:16][N:11]([C:9]([O:8][CH2:1][C:2]3[CH:7]=[CH:6][CH:5]=[CH:4][CH:3]=3)=[O:10])[CH2:12][CH2:13]1)[C:18](=[O:29])[CH2:19]2)=[O:27]. The yield is 0.840. (2) The reactants are C([O:3][C:4](=[O:22])[C:5]([CH3:21])([CH3:20])[CH2:6][C:7]1[CH:8]=[C:9]([O:18][CH3:19])[C:10]2[O:14][C:13]([CH3:16])([CH3:15])[CH2:12][C:11]=2[CH:17]=1)C.[OH-].[Na+].Cl. The catalyst is CO. The product is [CH3:19][O:18][C:9]1[C:10]2[O:14][C:13]([CH3:16])([CH3:15])[CH2:12][C:11]=2[CH:17]=[C:7]([CH2:6][C:5]([CH3:21])([CH3:20])[C:4]([OH:22])=[O:3])[CH:8]=1. The yield is 0.690. (3) The reactants are [CH3:1][O:2][C:3]([C:5]1[NH:6][N:7]=[C:8]([OH:10])[CH:9]=1)=[O:4].[CH3:11][C:12]1[O:16][N:15]=[C:14]([C:17]2[CH:22]=[CH:21][CH:20]=[CH:19][CH:18]=2)[C:13]=1[CH2:23]O.[C:25]1(P(C2C=CC=CC=2)C2C=CC=CC=2)C=CC=CC=1.N(C(OCC)=O)=NC(OCC)=O. The catalyst is C1COCC1. The product is [CH3:1][O:2][C:3]([C:5]1[N:6]([CH3:25])[N:7]=[C:8]([O:10][CH2:23][C:13]2[C:14]([C:17]3[CH:22]=[CH:21][CH:20]=[CH:19][CH:18]=3)=[N:15][O:16][C:12]=2[CH3:11])[CH:9]=1)=[O:4]. The yield is 0.310. (4) The reactants are O=[C:2]1[C:7]([C:8]([O:10][CH3:11])=[O:9])=[CH:6][CH:5]=[CH:4][O:3]1.[NH2:12][C:13]1[CH:14]=[N:15][CH:16]=[CH:17][CH:18]=1.CCN=C=NCCCN(C)C.Cl. The catalyst is CN(C=O)C.CN(C1C=CN=CC=1)C. The product is [O:3]=[C:2]1[C:7]([C:8]([O:10][CH3:11])=[O:9])=[CH:6][CH:5]=[CH:4][N:12]1[C:13]1[CH:14]=[N:15][CH:16]=[CH:17][CH:18]=1. The yield is 0.950. (5) The reactants are [C:1]([CH2:4][C:5](=[O:7])[CH3:6])(=[O:3])[CH3:2].B([O:19][CH2:20][CH2:21][CH2:22][CH3:23])([O:19][CH2:20][CH2:21][CH2:22][CH3:23])[O:19][CH2:20][CH2:21][CH2:22][CH3:23].[CH3:24][O:25][C:26]1[CH:27]=[C:28]([CH:31]=[CH:32][C:33]=1[O:34][C:35](=[O:55])[CH:36]=[CH:37][CH:38]=[CH:39][CH:40]=[CH:41][CH:42]=[CH:43][CH:44]=[CH:45][CH2:46][CH2:47][CH2:48][CH2:49][CH2:50][CH2:51][CH2:52][CH2:53][CH3:54])[CH:29]=O.O=[CH:57][C:58]1[CH:66]=[CH:65][C:63]([OH:64])=[C:60]([O:61][CH3:62])[CH:59]=1.[CH2:67](N)[CH2:68][CH2:69][CH3:70]. The catalyst is CN(C=O)C.C(O)(=O)C. The product is [C:20]([O:64][C:63]1[CH:65]=[CH:66][C:58]([CH:57]=[CH:6][C:5](=[O:7])[CH2:4][C:1](=[O:3])[CH:2]=[CH:29][C:28]2[CH:31]=[CH:32][C:33]([O:34][C:35](=[O:55])[CH:36]=[CH:37][CH:38]=[CH:39][CH:40]=[CH:41][CH:42]=[CH:43][CH:44]=[CH:45][CH2:46][CH2:47][CH2:48][CH2:49][CH2:50][CH2:51][CH2:52][CH2:53][CH3:54])=[C:26]([O:25][CH3:24])[CH:27]=2)=[CH:59][C:60]=1[O:61][CH3:62])(=[O:19])[CH:21]=[CH:22][CH:23]=[CH:70][CH:69]=[CH:68][CH:67]=[CH:35][CH:36]=[CH:37][CH2:38][CH2:39][CH2:40][CH2:41][CH2:42][CH2:43][CH2:44][CH2:45][CH3:46]. The yield is 0.100. (6) The reactants are Br[CH2:2][C:3]1[CH:4]=[C:5]([CH:10]=[CH:11][CH:12]=1)[C:6]([O:8][CH3:9])=[O:7].[O:13]([C:20]1[CH:21]=[C:22]([CH:24]=[CH:25][CH:26]=1)[NH2:23])[C:14]1[CH:19]=[CH:18][CH:17]=[CH:16][CH:15]=1. The catalyst is C1CCCCC1.O.C(Cl)Cl. The product is [O:13]([C:20]1[CH:21]=[C:22]([NH:23][CH2:2][C:3]2[CH:4]=[C:5]([CH:10]=[CH:11][CH:12]=2)[C:6]([O:8][CH3:9])=[O:7])[CH:24]=[CH:25][CH:26]=1)[C:14]1[CH:15]=[CH:16][CH:17]=[CH:18][CH:19]=1. The yield is 0.590. (7) The catalyst is N1C=CC=CC=1. The product is [Br:11][C:12]1[C:13]([F:22])=[C:14]2[C:20]([NH:21][C:6](=[O:7])[C:5]3[CH:9]=[CH:10][C:2]([F:1])=[CH:3][CH:4]=3)=[CH:19][NH:18][C:15]2=[N:16][CH:17]=1. The reactants are [F:1][C:2]1[CH:10]=[CH:9][C:5]([C:6](Cl)=[O:7])=[CH:4][CH:3]=1.[Br:11][C:12]1[C:13]([F:22])=[C:14]2[C:20]([NH2:21])=[CH:19][NH:18][C:15]2=[N:16][CH:17]=1. The yield is 0.770. (8) The reactants are FC1C([O:8][C:9]([C:11]2[CH:12]=[N:13][C:14]3[C:19]([C:20]=2[NH:21][CH2:22][C:23]2[CH:28]=[CH:27][C:26]([O:29][CH3:30])=[C:25]([Cl:31])[CH:24]=2)=[CH:18][C:17]([C:32]#[N:33])=[CH:16][CH:15]=3)=O)=C(F)C(F)=C(F)C=1F.[BH4-].[Na+]. The catalyst is CN(C=O)C. The product is [Cl:31][C:25]1[CH:24]=[C:23]([CH2:22][NH:21][C:20]2[C:19]3[C:14](=[CH:15][CH:16]=[C:17]([C:32]#[N:33])[CH:18]=3)[N:13]=[CH:12][C:11]=2[CH2:9][OH:8])[CH:28]=[CH:27][C:26]=1[O:29][CH3:30]. The yield is 0.250.